From a dataset of Forward reaction prediction with 1.9M reactions from USPTO patents (1976-2016). Predict the product of the given reaction. (1) The product is: [CH2:1]([O:3][C:4](=[O:25])[C@@:5]([F:32])([CH3:23])[C@@H:6]([C@H:16]1[CH2:20][O:19][C:18]([CH3:22])([CH3:21])[O:17]1)[O:7][C:8](=[O:15])[C:9]1[CH:14]=[CH:13][CH:12]=[CH:11][CH:10]=1)[CH3:2]. Given the reactants [CH2:1]([O:3][C:4](=[O:25])[C@:5](O)([CH3:23])[C@@H:6]([C@H:16]1[CH2:20][O:19][C:18]([CH3:22])([CH3:21])[O:17]1)[O:7][C:8](=[O:15])[C:9]1[CH:14]=[CH:13][CH:12]=[CH:11][CH:10]=1)[CH3:2].CCN(S(F)(F)[F:32])CC.C([O-])(O)=O.[Na+], predict the reaction product. (2) Given the reactants [OH-].[Na+].C([O:5][C:6](=[O:25])[CH2:7][CH2:8][N:9]1[CH:13]=[C:12]([C:14]2[CH:19]=[CH:18][CH:17]=[CH:16][CH:15]=2)[CH:11]=[C:10]1[C:20]([O:22]CC)=[O:21])C, predict the reaction product. The product is: [C:6]([CH2:7][CH2:8][N:9]1[CH:13]=[C:12]([C:14]2[CH:15]=[CH:16][CH:17]=[CH:18][CH:19]=2)[CH:11]=[C:10]1[C:20]([OH:22])=[O:21])([OH:25])=[O:5]. (3) Given the reactants [OH:1][CH2:2][CH2:3][CH2:4][C:5]1[C:13]2[C:8](=[CH:9][C:10]([C:14]([F:17])([F:16])[F:15])=[CH:11][CH:12]=2)[NH:7][C:6]=1[C:18]([O:20][CH2:21][CH3:22])=[O:19].[C:23]1(O)[C:32]2[C:27](=[CH:28][CH:29]=[CH:30][CH:31]=2)[CH:26]=[CH:25][CH:24]=1, predict the reaction product. The product is: [C:31]1([O:1][CH2:2][CH2:3][CH2:4][C:5]2[C:13]3[C:8](=[CH:9][C:10]([C:14]([F:16])([F:17])[F:15])=[CH:11][CH:12]=3)[NH:7][C:6]=2[C:18]([O:20][CH2:21][CH3:22])=[O:19])[C:32]2[C:27](=[CH:26][CH:25]=[CH:24][CH:23]=2)[CH:28]=[CH:29][CH:30]=1. (4) Given the reactants [C:1](=[O:16])([O:9][C:10]1[CH:15]=[CH:14][CH:13]=[CH:12][CH:11]=1)OC1C=CC=CC=1.[NH2:17][C@H:18]([C:26]([O-:28])=[O:27])[CH2:19]C1C=CC=CC=1.C([P+](CCCC)(CCCC)CCCC)CCC.Cl, predict the reaction product. The product is: [O:9]([C:1]([NH:17][C@H:18]([C:26]([OH:28])=[O:27])[CH3:19])=[O:16])[C:10]1[CH:11]=[CH:12][CH:13]=[CH:14][CH:15]=1. (5) Given the reactants [CH:1]([N:4]1[CH:9]2[CH2:10][CH2:11][CH2:12][CH:5]1[CH2:6][C:7](=O)[CH2:8]2)([CH3:3])[CH3:2].N1C=CC=CC=1.Cl.[NH2:21][OH:22], predict the reaction product. The product is: [CH:1]([N:4]1[CH:9]2[CH2:10][CH2:11][CH2:12][CH:5]1[CH2:6][C:7](=[N:21][OH:22])[CH2:8]2)([CH3:3])[CH3:2]. (6) The product is: [C:4]([CH:6]1[CH2:7][N:8]([C:10]([O:12][C:13]([CH3:14])([CH3:15])[CH3:16])=[O:11])[CH2:9]1)(=[O:5])[C:18]1[CH:23]=[CH:22][CH:21]=[CH:20][CH:19]=1. Given the reactants CON(C)[C:4]([CH:6]1[CH2:9][N:8]([C:10]([O:12][C:13]([CH3:16])([CH3:15])[CH3:14])=[O:11])[CH2:7]1)=[O:5].[C:18]1([Mg]Br)[CH:23]=[CH:22][CH:21]=[CH:20][CH:19]=1, predict the reaction product.